This data is from Reaction yield outcomes from USPTO patents with 853,638 reactions. The task is: Predict the reaction yield, written as a fraction of the theoretical maximum amount of product (1.0 means a 100% yield; for example, 0.34 means a 34% yield). (1) The reactants are [CH3:1][O:2][C:3]1[CH:8]=[CH:7][C:6]([C:9]2([C:12]([OH:14])=[O:13])[CH2:11][CH2:10]2)=[CH:5][CH:4]=1.O.[C:16]1(C)C=CC(S(O)(=O)=O)=CC=1. The catalyst is CO. The product is [CH3:16][O:13][C:12]([C:9]1([C:6]2[CH:5]=[CH:4][C:3]([O:2][CH3:1])=[CH:8][CH:7]=2)[CH2:10][CH2:11]1)=[O:14]. The yield is 0.990. (2) The reactants are [CH3:13][C:12]([O:11][C:9](O[C:9]([O:11][C:12]([CH3:15])([CH3:14])[CH3:13])=[O:10])=[O:10])([CH3:15])[CH3:14].[Br:16][C:17]1[CH:18]=[C:19]2[C:23](=[C:24]([C:26]([O:28][CH2:29][CH3:30])=[O:27])[CH:25]=1)[NH:22][CH:21]=[C:20]2[CH:31]1[CH2:36][CH2:35][S:34][CH2:33][CH2:32]1. The yield is 0.930. The catalyst is CN(C1C=CN=CC=1)C.C1COCC1.CC#N. The product is [Br:16][C:17]1[CH:18]=[C:19]2[C:23](=[C:24]([C:26]([O:28][CH2:29][CH3:30])=[O:27])[CH:25]=1)[N:22]([C:9]([O:11][C:12]([CH3:13])([CH3:14])[CH3:15])=[O:10])[CH:21]=[C:20]2[CH:31]1[CH2:32][CH2:33][S:34][CH2:35][CH2:36]1.